This data is from NCI-60 drug combinations with 297,098 pairs across 59 cell lines. The task is: Regression. Given two drug SMILES strings and cell line genomic features, predict the synergy score measuring deviation from expected non-interaction effect. (1) Drug 1: CC12CCC(CC1=CCC3C2CCC4(C3CC=C4C5=CN=CC=C5)C)O. Drug 2: C1CC(=O)NC(=O)C1N2C(=O)C3=CC=CC=C3C2=O. Cell line: SNB-75. Synergy scores: CSS=4.03, Synergy_ZIP=0.434, Synergy_Bliss=3.60, Synergy_Loewe=2.21, Synergy_HSA=2.63. (2) Drug 1: CS(=O)(=O)CCNCC1=CC=C(O1)C2=CC3=C(C=C2)N=CN=C3NC4=CC(=C(C=C4)OCC5=CC(=CC=C5)F)Cl. Drug 2: C1CC(=O)NC(=O)C1N2C(=O)C3=CC=CC=C3C2=O. Cell line: RPMI-8226. Synergy scores: CSS=14.6, Synergy_ZIP=-2.98, Synergy_Bliss=-0.686, Synergy_Loewe=10.6, Synergy_HSA=2.42. (3) Drug 1: CC12CCC(CC1=CCC3C2CCC4(C3CC=C4C5=CN=CC=C5)C)O. Drug 2: CC1CCCC2(C(O2)CC(NC(=O)CC(C(C(=O)C(C1O)C)(C)C)O)C(=CC3=CSC(=N3)C)C)C. Cell line: NCI/ADR-RES. Synergy scores: CSS=9.41, Synergy_ZIP=-2.54, Synergy_Bliss=1.46, Synergy_Loewe=-0.263, Synergy_HSA=-0.0410. (4) Drug 1: CC1CCC2CC(C(=CC=CC=CC(CC(C(=O)C(C(C(=CC(C(=O)CC(OC(=O)C3CCCCN3C(=O)C(=O)C1(O2)O)C(C)CC4CCC(C(C4)OC)OCCO)C)C)O)OC)C)C)C)OC. Drug 2: CS(=O)(=O)CCNCC1=CC=C(O1)C2=CC3=C(C=C2)N=CN=C3NC4=CC(=C(C=C4)OCC5=CC(=CC=C5)F)Cl. Cell line: HOP-62. Synergy scores: CSS=12.1, Synergy_ZIP=1.62, Synergy_Bliss=5.14, Synergy_Loewe=4.35, Synergy_HSA=4.98. (5) Drug 1: COC1=CC(=CC(=C1O)OC)C2C3C(COC3=O)C(C4=CC5=C(C=C24)OCO5)OC6C(C(C7C(O6)COC(O7)C8=CC=CS8)O)O. Drug 2: CCC1=C2CN3C(=CC4=C(C3=O)COC(=O)C4(CC)O)C2=NC5=C1C=C(C=C5)O. Cell line: M14. Synergy scores: CSS=51.4, Synergy_ZIP=-2.16, Synergy_Bliss=0.516, Synergy_Loewe=-14.9, Synergy_HSA=2.39.